From a dataset of Human liver microsome stability data. Regression/Classification. Given a drug SMILES string, predict its absorption, distribution, metabolism, or excretion properties. Task type varies by dataset: regression for continuous measurements (e.g., permeability, clearance, half-life) or binary classification for categorical outcomes (e.g., BBB penetration, CYP inhibition). Dataset: hlm. (1) The compound is CCN1CC(C)(C)OC(=O)C1CC(=O)NCc1cccc(-c2ccccc2)c1. The result is 1 (stable in human liver microsomes). (2) The molecule is O=C(NCCc1nc(-c2ccccc2F)cs1)c1ccccc1. The result is 0 (unstable in human liver microsomes). (3) The molecule is CC#C[C@@H](Cc1nn[nH]n1)c1ccc(OCc2ccc3sc(Cl)c(-c4ccccc4C)c3c2)cc1. The result is 1 (stable in human liver microsomes).